From a dataset of Peptide-MHC class I binding affinity with 185,985 pairs from IEDB/IMGT. Regression. Given a peptide amino acid sequence and an MHC pseudo amino acid sequence, predict their binding affinity value. This is MHC class I binding data. (1) The peptide sequence is TLARSICEK. The MHC is HLA-A31:01 with pseudo-sequence HLA-A31:01. The binding affinity (normalized) is 0.168. (2) The peptide sequence is RTMPLSRFT. The MHC is HLA-B48:01 with pseudo-sequence HLA-B48:01. The binding affinity (normalized) is 0.0847. (3) The peptide sequence is AGLTHMMIWH. The MHC is HLA-A33:01 with pseudo-sequence HLA-A33:01. The binding affinity (normalized) is 0.147.